This data is from Full USPTO retrosynthesis dataset with 1.9M reactions from patents (1976-2016). The task is: Predict the reactants needed to synthesize the given product. (1) Given the product [CH2:28]([N:18]([C:19]1[CH:20]=[CH:21][C:22]([N+:25]([O-:27])=[O:26])=[CH:23][CH:24]=1)[CH2:17][CH2:16][C:14]1[N:15]=[C:11]([S:10][C:7]([CH3:9])([CH3:8])[C:6]([OH:35])=[O:5])[S:12][CH:13]=1)[CH2:29][CH2:30][CH2:31][CH2:32][CH2:33][CH3:34], predict the reactants needed to synthesize it. The reactants are: C([O:5][C:6](=[O:35])[C:7]([S:10][C:11]1[S:12][CH:13]=[C:14]([CH2:16][CH2:17][N:18]([CH2:28][CH2:29][CH2:30][CH2:31][CH2:32][CH2:33][CH3:34])[C:19]2[CH:24]=[CH:23][C:22]([N+:25]([O-:27])=[O:26])=[CH:21][CH:20]=2)[N:15]=1)([CH3:9])[CH3:8])(C)(C)C.FC(F)(F)C(O)=O. (2) Given the product [CH2:31]([N:28]1[C:23]2=[N:24][C:25]([CH2:26][CH3:27])=[C:20]([CH2:19][N:10]([CH2:9][C:4]3[CH:3]=[C:2]([C:52]4[CH:51]=[CH:50][CH:49]=[C:48]([CH2:47][CH:44]5[CH2:45][CH2:46][N:41]([CH3:40])[CH2:42][CH2:43]5)[CH:53]=4)[C:7]([CH3:8])=[CH:6][CH:5]=3)[C:11]([C:13]3([C:16]([NH2:18])=[O:17])[CH2:15][CH2:14]3)=[O:12])[C:21]([NH:33][CH:34]3[CH2:39][CH2:38][O:37][CH2:36][CH2:35]3)=[C:22]2[CH:30]=[N:29]1)[CH3:32], predict the reactants needed to synthesize it. The reactants are: Br[C:2]1[CH:3]=[C:4]([CH2:9][N:10]([CH2:19][C:20]2[C:21]([NH:33][CH:34]3[CH2:39][CH2:38][O:37][CH2:36][CH2:35]3)=[C:22]3[CH:30]=[N:29][N:28]([CH2:31][CH3:32])[C:23]3=[N:24][C:25]=2[CH2:26][CH3:27])[C:11]([C:13]2([C:16]([NH2:18])=[O:17])[CH2:15][CH2:14]2)=[O:12])[CH:5]=[CH:6][C:7]=1[CH3:8].[CH3:40][N:41]1[CH2:46][CH2:45][CH:44]([CH2:47][C:48]2[CH:53]=[CH:52][CH:51]=[C:50](B3OC(C)(C)C(C)(C)O3)[CH:49]=2)[CH2:43][CH2:42]1.C([O-])([O-])=O.[Na+].[Na+]. (3) Given the product [CH2:36]=[C:37]1[CH2:42][CH2:3][O:2][C:38]1=[O:39].[CH2:32]=[CH:33][CH:34]=[CH2:35].[C:3]([OH:2])(=[O:46])[CH:8]=[CH2:9], predict the reactants needed to synthesize it. The reactants are: O.[OH:2][CH2:3]S([O-])=O.[Na+].[C:8](ON(OC(=O)C)CCN(OC(=O)C)OC(=O)C)(=O)[CH3:9].[Na].[Na].[Na].[Na].[CH2:32]=[CH:33][CH:34]=[CH2:35].[CH2:36]=[C:37]1[CH2:42]CO[C:38]1=[O:39].C(O)(=[O:46])C=C.C1(S(OCCCCCCCCCCCC)(=O)=O)C=CC=CC=1.[Na].CC(C(C(C(S)(C)C)(C)C)(C)C)C.S(OOS([O-])(=O)=O)([O-])(=O)=O.[Na+].[Na+].N. (4) Given the product [CH3:8][C:6]1([CH3:7])[C:2]([CH3:22])([CH3:1])[O:3][B:4]([C:9]2[CH2:14][CH2:13][N:12]([C:15]3[N:20]=[CH:19][N:18]([CH2:24][C:25]4[S:26][C:27]([C:30]([F:33])([F:32])[F:31])=[CH:28][CH:29]=4)[C:17](=[O:21])[N:16]=3)[CH2:11][CH:10]=2)[O:5]1, predict the reactants needed to synthesize it. The reactants are: [CH3:1][C:2]1([CH3:22])[C:6]([CH3:8])([CH3:7])[O:5][B:4]([C:9]2[CH2:14][CH2:13][N:12]([C:15]3[N:20]=[CH:19][N:18]=[C:17]([OH:21])[N:16]=3)[CH2:11][CH:10]=2)[O:3]1.Cl[CH2:24][C:25]1[S:26][C:27]([C:30]([F:33])([F:32])[F:31])=[CH:28][CH:29]=1. (5) The reactants are: [N+:1]([C:4]1[CH:5]=[CH:6][C:7](OC2C=C3C(=CC=2)OC(C2C=CC=CC=2)CC3)=[N:8][CH:9]=1)([O-:3])=[O:2].[F:27][C:28]1[CH:33]=[CH:32][CH:31]=[CH:30][C:29]=1[CH:34]1[CH2:43][CH:42]([OH:44])[C:41]2[C:36](=[CH:37][CH:38]=[C:39]([OH:45])[CH:40]=2)[O:35]1. Given the product [F:27][C:28]1[CH:33]=[CH:32][CH:31]=[CH:30][C:29]=1[CH:34]1[CH2:43][CH:42]([OH:44])[C:41]2[C:36](=[CH:37][CH:38]=[C:39]([O:45][C:7]3[CH:6]=[CH:5][C:4]([N+:1]([O-:3])=[O:2])=[CH:9][N:8]=3)[CH:40]=2)[O:35]1, predict the reactants needed to synthesize it. (6) Given the product [N+:16]([C:19]1[CH:20]=[CH:21][C:22]([C:23]([O:1][C@@H:2]2[CH2:7][CH2:6][CH2:5][CH2:4][C@@H:3]2[NH:8][C:9]([O:10][C:11]([CH3:12])([CH3:14])[CH3:13])=[O:15])=[O:24])=[CH:26][CH:27]=1)([O-:18])=[O:17], predict the reactants needed to synthesize it. The reactants are: [OH:1][C@H:2]1[CH2:7][CH2:6][CH2:5][CH2:4][C@@H:3]1[NH:8][C:9](=[O:15])[O:10][C:11]([CH3:14])([CH3:13])[CH3:12].[N+:16]([C:19]1[CH:27]=[CH:26][C:22]([C:23](O)=[O:24])=[CH:21][CH:20]=1)([O-:18])=[O:17].C1(P(C2C=CC=CC=2)C2C=CC=CC=2)C=CC=CC=1.CCOC(/N=N/C(OCC)=O)=O. (7) The reactants are: O[CH:2]([C:14]1[CH:19]=[CH:18][CH:17]=[CH:16][CH:15]=1)[CH2:3][CH2:4][N:5](C)[C:6](=O)OC(C)(C)C.C1(P(C2C=CC=CC=2)C2C=CC=CC=2)C=CC=CC=1.[Br:39]N1C(=O)CCC1=O. Given the product [Br:39][CH:2]([C:14]1[CH:19]=[CH:18][CH:17]=[CH:16][CH:15]=1)[CH2:3][CH2:4][NH:5][CH3:6], predict the reactants needed to synthesize it. (8) Given the product [CH2:26]([O:25][C@H:17]([C@H:16]([O:33][CH2:34][C:35]1[CH:36]=[CH:37][CH:38]=[CH:39][CH:40]=1)[C@H:15]([O:41][CH2:42][C:43]1[CH:44]=[CH:45][CH:46]=[CH:47][CH:48]=1)[CH2:14][O:13][Si:12]([CH:9]([CH3:11])[CH3:10])([CH:49]([CH3:50])[CH3:51])[CH:52]([CH3:54])[CH3:53])[CH:18]=[O:4])[C:27]1[CH:32]=[CH:31][CH:30]=[CH:29][CH:28]=1, predict the reactants needed to synthesize it. The reactants are: C1C(=O)N(Br)C(=[O:4])C1.[CH:9]([Si:12]([CH:52]([CH3:54])[CH3:53])([CH:49]([CH3:51])[CH3:50])[O:13][CH2:14][C@@H:15]([O:41][CH2:42][C:43]1[CH:48]=[CH:47][CH:46]=[CH:45][CH:44]=1)[C@@H:16]([O:33][CH2:34][C:35]1[CH:40]=[CH:39][CH:38]=[CH:37][CH:36]=1)[C@@H:17]([O:25][CH2:26][C:27]1[CH:32]=[CH:31][CH:30]=[CH:29][CH:28]=1)[CH:18](SCC)SCC)([CH3:11])[CH3:10].[Na].S([O-])([O-])(=O)=S.[Na+].[Na+]. (9) The reactants are: C([O:5][C:6](=[O:32])[CH2:7][N:8]1[C:16]2[C:11](=[CH:12][C:13]([O:17][CH2:18][C:19]3[CH:23]=[C:22]([C:24]4[CH:29]=[CH:28][C:27]([Cl:30])=[CH:26][CH:25]=4)[N:21]([CH3:31])[N:20]=3)=[CH:14][CH:15]=2)[CH:10]=[CH:9]1)(C)(C)C.[Li+].[OH-]. Given the product [Cl:30][C:27]1[CH:28]=[CH:29][C:24]([C:22]2[N:21]([CH3:31])[N:20]=[C:19]([CH2:18][O:17][C:13]3[CH:12]=[C:11]4[C:16](=[CH:15][CH:14]=3)[N:8]([CH2:7][C:6]([OH:32])=[O:5])[CH:9]=[CH:10]4)[CH:23]=2)=[CH:25][CH:26]=1, predict the reactants needed to synthesize it. (10) Given the product [C:1]([O:5][C:6]([NH:8][CH:9]([CH2:10][S:11][C:12]1[CH:13]=[CH:14][CH:15]=[CH:16][CH:17]=1)[C:18]([N:24]1[CH2:29][CH2:28][O:27][CH2:26][CH2:25]1)=[O:20])=[O:7])([CH3:2])([CH3:3])[CH3:4], predict the reactants needed to synthesize it. The reactants are: [C:1]([O:5][C:6]([NH:8][C@H:9]([C:18]([O:20]C)=O)[CH2:10][S:11][C:12]1[CH:17]=[CH:16][CH:15]=[CH:14][CH:13]=1)=[O:7])([CH3:4])([CH3:3])[CH3:2].[OH-].[Li+].[NH:24]1[CH2:29][CH2:28][O:27][CH2:26][CH2:25]1.CCN=C=NCCCN(C)C.